Dataset: Peptide-MHC class II binding affinity with 134,281 pairs from IEDB. Task: Regression. Given a peptide amino acid sequence and an MHC pseudo amino acid sequence, predict their binding affinity value. This is MHC class II binding data. (1) The peptide sequence is MAMGTMAGCGYLMFLK. The MHC is DRB1_1101 with pseudo-sequence DRB1_1101. The binding affinity (normalized) is 0.733. (2) The peptide sequence is AGTNYNKTVASLMNA. The MHC is DRB4_0101 with pseudo-sequence DRB4_0103. The binding affinity (normalized) is 0.117.